From a dataset of Forward reaction prediction with 1.9M reactions from USPTO patents (1976-2016). Predict the product of the given reaction. (1) Given the reactants Cl.Cl.[NH:3]1[CH2:8][CH2:7][CH:6]([CH2:9][CH2:10][CH2:11][CH2:12][NH:13][C:14](=[O:23])[CH:15]=[CH:16][C:17]2[CH:18]=[N:19][CH:20]=[CH:21][CH:22]=2)[CH2:5][CH2:4]1.[CH:24]1[C:33]2[C:28](=[CH:29][CH:30]=[CH:31][CH:32]=2)[CH:27]=[CH:26][C:25]=1[S:34](Cl)(=[O:36])=[O:35], predict the reaction product. The product is: [CH:24]1[C:33]2[C:28](=[CH:29][CH:30]=[CH:31][CH:32]=2)[CH:27]=[CH:26][C:25]=1[S:34]([N:3]1[CH2:8][CH2:7][CH:6]([CH2:9][CH2:10][CH2:11][CH2:12][NH:13][C:14](=[O:23])[CH:15]=[CH:16][C:17]2[CH:18]=[N:19][CH:20]=[CH:21][CH:22]=2)[CH2:5][CH2:4]1)(=[O:35])=[O:36]. (2) Given the reactants [C:1]([O:5][C:6]([N:8]1[CH2:20][C@H:19]2[C@@H:10]([N:11]([CH2:26][C:27]([OH:29])=O)[C:12](=[O:25])[C:13]3[C:14]([C:21]([F:24])([F:23])[F:22])=[CH:15][CH:16]=[CH:17][C:18]=32)[CH2:9]1)=[O:7])([CH3:4])([CH3:3])[CH3:2].[CH2:30]([N:32](CC)CC)C.ClC(OCC)=O.CN, predict the reaction product. The product is: [CH3:30][NH:32][C:27](=[O:29])[CH2:26][N:11]1[C@H:10]2[CH2:9][N:8]([C:6]([O:5][C:1]([CH3:3])([CH3:2])[CH3:4])=[O:7])[CH2:20][C@@H:19]2[C:18]2[CH:17]=[CH:16][CH:15]=[C:14]([C:21]([F:24])([F:22])[F:23])[C:13]=2[C:12]1=[O:25]. (3) Given the reactants [Cl:1][C:2]1[N:3]=[C:4]([C:9]([OH:11])=O)[NH:5][C:6]=1[CH2:7][CH3:8].S(Cl)(Cl)=O.[NH2:16][C:17]1[CH:22]=[CH:21][C:20]([C:23]2[O:24][C:25]([CH2:33][CH3:34])=[C:26]([C:28]([O:30][CH2:31][CH3:32])=[O:29])[N:27]=2)=[CH:19][CH:18]=1, predict the reaction product. The product is: [Cl:1][C:2]1[N:3]=[C:4]([C:9]([NH:16][C:17]2[CH:18]=[CH:19][C:20]([C:23]3[O:24][C:25]([CH2:33][CH3:34])=[C:26]([C:28]([O:30][CH2:31][CH3:32])=[O:29])[N:27]=3)=[CH:21][CH:22]=2)=[O:11])[NH:5][C:6]=1[CH2:7][CH3:8].